Dataset: Forward reaction prediction with 1.9M reactions from USPTO patents (1976-2016). Task: Predict the product of the given reaction. (1) Given the reactants [CH:1]1([C:4]2[N:8]([C:9]3[CH:14]=[CH:13][CH:12]=[C:11]([C:15]([F:18])([F:17])[F:16])[CH:10]=3)[N:7]=[C:6]([C:19]3[CH:20]=[N:21][CH:22]=[CH:23][CH:24]=3)[C:5]=2[C:25]([OH:27])=O)[CH2:3][CH2:2]1.[N:28]1([CH:33]2[CH2:38][CH2:37][NH:36][CH2:35][CH2:34]2)[CH2:32][CH2:31][CH2:30][CH2:29]1, predict the reaction product. The product is: [CH:1]1([C:4]2[N:8]([C:9]3[CH:14]=[CH:13][CH:12]=[C:11]([C:15]([F:18])([F:17])[F:16])[CH:10]=3)[N:7]=[C:6]([C:19]3[CH:20]=[N:21][CH:22]=[CH:23][CH:24]=3)[C:5]=2[C:25]([N:36]2[CH2:37][CH2:38][CH:33]([N:28]3[CH2:32][CH2:31][CH2:30][CH2:29]3)[CH2:34][CH2:35]2)=[O:27])[CH2:3][CH2:2]1. (2) Given the reactants [I:1][C:2]1[CH:3]=[C:4]([C:8]2[N:13]=[C:12]([C:14](O)=[O:15])[CH:11]=[C:10]([O:17][CH:18]3[CH2:21][O:20][CH2:19]3)[N:9]=2)[CH:5]=[CH:6][CH:7]=1.[Cl-].[NH4+:23], predict the reaction product. The product is: [I:1][C:2]1[CH:3]=[C:4]([C:8]2[N:13]=[C:12]([C:14]([NH2:23])=[O:15])[CH:11]=[C:10]([O:17][CH:18]3[CH2:21][O:20][CH2:19]3)[N:9]=2)[CH:5]=[CH:6][CH:7]=1.